From a dataset of Catalyst prediction with 721,799 reactions and 888 catalyst types from USPTO. Predict which catalyst facilitates the given reaction. Reactant: [NH2:1][CH2:2][CH2:3][C:4]1[CH:9]=[CH:8][C:7]([OH:10])=[CH:6][CH:5]=1.C(N(CC)CC)C.[C:18](Cl)(=[O:22])[C:19]([CH3:21])=[CH2:20].C(OCC)(=O)C. Product: [OH:10][C:7]1[CH:8]=[CH:9][C:4]([CH2:3][CH2:2][NH:1][C:18](=[O:22])[C:19]([CH3:21])=[CH2:20])=[CH:5][CH:6]=1. The catalyst class is: 60.